From a dataset of Reaction yield outcomes from USPTO patents with 853,638 reactions. Predict the reaction yield, written as a fraction of the theoretical maximum amount of product (1.0 means a 100% yield; for example, 0.34 means a 34% yield). (1) The reactants are [C-:1]#[N:2].[Na+].[Br:4][C:5]1[CH:10]=[CH:9][C:8]([CH2:11]Br)=[C:7]([F:13])[CH:6]=1. The catalyst is CN(C=O)C. The product is [Br:4][C:5]1[CH:10]=[CH:9][C:8]([CH2:11][C:1]#[N:2])=[C:7]([F:13])[CH:6]=1. The yield is 0.880. (2) The reactants are [CH2:1]([C:4]1([OH:10])[CH2:9][CH2:8][CH2:7][CH2:6][CH2:5]1)[CH:2]=[CH2:3].[C:11]1([CH3:33])[CH:16]=[CH:15][C:14]([S:17]([N:20]=C2CCCCI2C2C=CC=CC=2)(=[O:19])=[O:18])=[CH:13][CH:12]=1. The catalyst is C(S([O-])(=O)=O)(F)(F)F.C(S([O-])(=O)=O)(F)(F)F.[Cu+2].C(#N)C. The product is [S:17]([N:20]1[CH2:3][CH:2]1[CH2:1][C:4]1([OH:10])[CH2:9][CH2:8][CH2:7][CH2:6][CH2:5]1)([C:14]1[CH:15]=[CH:16][C:11]([CH3:33])=[CH:12][CH:13]=1)(=[O:19])=[O:18]. The yield is 0.130. (3) The reactants are O[Li].O.C([O:6][C:7]([C:9]1[N:10]=[N:11][N:12]([C:14]2[CH:19]=[CH:18][CH:17]=[CH:16][CH:15]=2)[CH:13]=1)=[O:8])C. The catalyst is C1COCC1.O. The product is [C:14]1([N:12]2[CH:13]=[C:9]([C:7]([OH:8])=[O:6])[N:10]=[N:11]2)[CH:15]=[CH:16][CH:17]=[CH:18][CH:19]=1. The yield is 0.350.